From a dataset of Full USPTO retrosynthesis dataset with 1.9M reactions from patents (1976-2016). Predict the reactants needed to synthesize the given product. Given the product [CH3:16][O:15][C:3]1[CH:4]=[C:5]([O:8][C:9]2[CH:14]=[CH:13][CH:12]=[CH:11][CH:10]=2)[CH:6]=[CH:7][C:2]=1[Br:1], predict the reactants needed to synthesize it. The reactants are: [Br:1][C:2]1[CH:7]=[CH:6][C:5]([O:8][C:9]2[CH:14]=[CH:13][CH:12]=[CH:11][CH:10]=2)=[CH:4][C:3]=1[OH:15].[C:16]([O-])([O-])=O.[K+].[K+].IC.